Dataset: Reaction yield outcomes from USPTO patents with 853,638 reactions. Task: Predict the reaction yield, written as a fraction of the theoretical maximum amount of product (1.0 means a 100% yield; for example, 0.34 means a 34% yield). (1) The reactants are [Cl:1][C:2]1[CH:3]=[C:4]([N:8]2[C:12]([CH2:13][NH:14][C:15](=[O:28])[NH:16][C:17]3[CH:26]=[CH:25][C:20]([C:21]([O:23]C)=[O:22])=[C:19]([F:27])[CH:18]=3)=[CH:11][C:10]([C:29]([F:32])([F:31])[F:30])=[N:9]2)[CH:5]=[CH:6][CH:7]=1.[Li+].[OH-]. The catalyst is C1COCC1.O. The product is [Cl:1][C:2]1[CH:3]=[C:4]([N:8]2[C:12]([CH2:13][NH:14][C:15](=[O:28])[NH:16][C:17]3[CH:26]=[CH:25][C:20]([C:21]([OH:23])=[O:22])=[C:19]([F:27])[CH:18]=3)=[CH:11][C:10]([C:29]([F:32])([F:30])[F:31])=[N:9]2)[CH:5]=[CH:6][CH:7]=1. The yield is 0.850. (2) The reactants are P(Br)(Br)[Br:2].[CH2:5]([C:13]1[CH:20]=[CH:19][C:16]([CH2:17]O)=[CH:15][CH:14]=1)[CH2:6][CH2:7][CH2:8][CH2:9][CH2:10][CH2:11][CH3:12]. The catalyst is CCOCC. The product is [CH2:5]([C:13]1[CH:20]=[CH:19][C:16]([CH2:17][Br:2])=[CH:15][CH:14]=1)[CH2:6][CH2:7][CH2:8][CH2:9][CH2:10][CH2:11][CH3:12]. The yield is 0.400. (3) The yield is 0.980. The product is [ClH:1].[ClH:1].[C:16]1([C:15]([N:23]2[CH2:28][CH2:27][NH:26][CH2:25][CH:24]2[CH2:36][O:37][C:38]2[CH:39]=[N:40][CH:41]=[CH:42][CH:43]=2)=[O:22])[CH:17]=[CH:18][CH:19]=[CH:20][CH:21]=1. No catalyst specified. The reactants are [ClH:1].O1CCOCC1.OC(C(F)(F)F)=O.[C:15]([N:23]1[CH2:28][CH2:27][N:26](C(OC(C)(C)C)=O)[CH2:25][CH:24]1[CH2:36][O:37][C:38]1[CH:39]=[N:40][CH:41]=[CH:42][CH:43]=1)(=[O:22])[C:16]1[CH:21]=[CH:20][CH:19]=[CH:18][CH:17]=1. (4) The reactants are [Cl:1][C:2]1[CH:3]=[C:4](B(O)O)[CH:5]=[C:6]([Cl:9])[C:7]=1[Cl:8].Br[C:14]([C:16]([F:19])([F:18])[F:17])=[CH2:15].C([O-])([O-])=O.[K+].[K+]. The catalyst is C1COCC1.O.Cl[Pd](Cl)([P](C1C=CC=CC=1)(C1C=CC=CC=1)C1C=CC=CC=1)[P](C1C=CC=CC=1)(C1C=CC=CC=1)C1C=CC=CC=1. The product is [Cl:1][C:2]1[CH:3]=[C:4]([C:14]([C:16]([F:19])([F:18])[F:17])=[CH2:15])[CH:5]=[C:6]([Cl:9])[C:7]=1[Cl:8]. The yield is 0.900.